This data is from Reaction yield outcomes from USPTO patents with 853,638 reactions. The task is: Predict the reaction yield, written as a fraction of the theoretical maximum amount of product (1.0 means a 100% yield; for example, 0.34 means a 34% yield). (1) The reactants are [N:1]([C:4]1[CH:36]=[CH:35][C:7]2[NH:8][C:9]([C:14]3[C:15](=[O:34])[N:16]([CH2:26][C:27]4[CH:32]=[CH:31][C:30]([F:33])=[CH:29][CH:28]=4)[C@@H:17]4[C@H:22]([C:23]=3[OH:24])[C@@H:21]3[CH2:25][C@H:18]4[CH2:19][CH2:20]3)=[N:10][S:11](=[O:13])(=[O:12])[C:6]=2[CH:5]=1)=[N+]=[N-]. The catalyst is CO.C(OCC)(=O)C.[Pd]. The product is [NH2:1][C:4]1[CH:36]=[CH:35][C:7]2[NH:8][C:9]([C:14]3[C:15](=[O:34])[N:16]([CH2:26][C:27]4[CH:28]=[CH:29][C:30]([F:33])=[CH:31][CH:32]=4)[C@@H:17]4[C@H:22]([C:23]=3[OH:24])[C@@H:21]3[CH2:25][C@H:18]4[CH2:19][CH2:20]3)=[N:10][S:11](=[O:12])(=[O:13])[C:6]=2[CH:5]=1. The yield is 0.480. (2) The reactants are [Cl:1][C:2]1[CH:11]=[CH:10][C:9]2[C:4](=[CH:5][CH:6]=[C:7]([CH2:12]Cl)[CH:8]=2)[CH:3]=1.Cl.[F:15][C:16]1[CH:29]=[CH:28][C:19]([C:20]([CH:22]2[CH2:27][CH2:26][NH:25][CH2:24][CH2:23]2)=[O:21])=[CH:18][CH:17]=1.C(=O)([O-])[O-].[K+].[K+]. The catalyst is CN(C=O)C. The product is [Cl:1][C:2]1[CH:3]=[C:4]2[C:9](=[CH:10][CH:11]=1)[CH:8]=[C:7]([CH2:12][N:25]1[CH2:26][CH2:27][CH:22]([C:20](=[O:21])[C:19]3[CH:18]=[CH:17][C:16]([F:15])=[CH:29][CH:28]=3)[CH2:23][CH2:24]1)[CH:6]=[CH:5]2. The yield is 0.900.